Dataset: Forward reaction prediction with 1.9M reactions from USPTO patents (1976-2016). Task: Predict the product of the given reaction. (1) Given the reactants [NH2:1][C:2]1[CH:3]=[C:4]([CH2:9][C:10]([O:12][CH3:13])=[O:11])[CH:5]=[CH:6][C:7]=1[OH:8].Cl[C:15](Cl)([O:17]C(=O)OC(Cl)(Cl)Cl)Cl, predict the reaction product. The product is: [O:17]=[C:15]1[NH:1][C:2]2[CH:3]=[C:4]([CH2:9][C:10]([O:12][CH3:13])=[O:11])[CH:5]=[CH:6][C:7]=2[O:8]1. (2) Given the reactants [Br:1][C:2]1[C:10]2[S:9][N:8]=[CH:7][C:6]=2[CH:5]=[CH:4][C:3]=1I.[F:12][C:13]1[CH:14]=[C:15](B(O)O)[CH:16]=[CH:17][CH:18]=1.C(=O)([O-])[O-].[K+].[K+].O1CCOCC1, predict the reaction product. The product is: [Br:1][C:2]1[C:10]2[S:9][N:8]=[CH:7][C:6]=2[CH:5]=[CH:4][C:3]=1[C:17]1[CH:16]=[CH:15][CH:14]=[C:13]([F:12])[CH:18]=1.